This data is from Peptide-MHC class I binding affinity with 185,985 pairs from IEDB/IMGT. The task is: Regression. Given a peptide amino acid sequence and an MHC pseudo amino acid sequence, predict their binding affinity value. This is MHC class I binding data. (1) The peptide sequence is PLRPMTYR. The MHC is HLA-C06:02 with pseudo-sequence HLA-C06:02. The binding affinity (normalized) is 0. (2) The peptide sequence is NLPGCSFSI. The MHC is Mamu-A01 with pseudo-sequence Mamu-A01. The binding affinity (normalized) is 0.329. (3) The peptide sequence is QLKYKYPAL. The MHC is HLA-B08:01 with pseudo-sequence HLA-B08:01. The binding affinity (normalized) is 0.610. (4) The peptide sequence is NSSKVSQNY. The MHC is HLA-A68:02 with pseudo-sequence HLA-A68:02. The binding affinity (normalized) is 0. (5) The binding affinity (normalized) is 0.130. The peptide sequence is VRPKVPLRTM. The MHC is HLA-B27:05 with pseudo-sequence HLA-B27:05. (6) The peptide sequence is ATAAAAAAK. The MHC is HLA-A03:01 with pseudo-sequence HLA-A03:01. The binding affinity (normalized) is 0.623. (7) The peptide sequence is DVSRPTTVV. The MHC is HLA-A68:02 with pseudo-sequence HLA-A68:02. The binding affinity (normalized) is 0.665. (8) The peptide sequence is DIINSVSIIL. The MHC is HLA-A02:01 with pseudo-sequence HLA-A02:01. The binding affinity (normalized) is 0.494.